This data is from Forward reaction prediction with 1.9M reactions from USPTO patents (1976-2016). The task is: Predict the product of the given reaction. (1) Given the reactants [CH2:1]([C:3]1[N:4]=[C:5]([S:12][CH3:13])[N:6]=[N:7][C:8]=1[C:9]([OH:11])=O)[CH3:2].CN(C)C=O.C(Cl)(=O)C(Cl)=O.[Cl:25][C:26]1[CH:32]=[CH:31][CH:30]=[C:29]([Cl:33])[C:27]=1[NH2:28].NC1C=CC=CC=1, predict the reaction product. The product is: [Cl:25][C:26]1[CH:32]=[CH:31][CH:30]=[C:29]([Cl:33])[C:27]=1[NH:28][C:9]([C:8]1[N:7]=[N:6][C:5]([S:12][CH3:13])=[N:4][C:3]=1[CH2:1][CH3:2])=[O:11]. (2) The product is: [CH2:16]([O:18][C:19]([CH:21]1[CH2:26][CH2:25][N:24]([C:9]([O:11][C:12]([CH3:13])([CH3:14])[CH3:15])=[O:10])[CH2:23][CH2:22]1)=[O:20])[CH3:17]. Given the reactants [C:9](O[C:9]([O:11][C:12]([CH3:15])([CH3:14])[CH3:13])=[O:10])([O:11][C:12]([CH3:15])([CH3:14])[CH3:13])=[O:10].[CH2:16]([O:18][C:19]([CH:21]1[CH2:26][CH2:25][NH:24][CH2:23][CH2:22]1)=[O:20])[CH3:17], predict the reaction product. (3) Given the reactants Br[C:2]1[CH:3]=[C:4]([CH:8]=[C:9]([F:11])[CH:10]=1)[C:5]([OH:7])=[O:6].[N:12]1[CH:17]=[CH:16][C:15](B(O)O)=[CH:14][CH:13]=1.C(=O)([O-])[O-].[K+].[K+], predict the reaction product. The product is: [F:11][C:9]1[CH:8]=[C:4]([CH:3]=[C:2]([C:15]2[CH:16]=[CH:17][N:12]=[CH:13][CH:14]=2)[CH:10]=1)[C:5]([OH:7])=[O:6]. (4) The product is: [Br:32][C:33]1[CH:34]=[CH:35][C:36]([C:39]([C:19]2[S:20][C:16]([C:14]3[CH:13]=[C:12]([NH:21][C:22]4[CH:1]=[C:26]([C:28]([F:29])([F:30])[F:31])[CH:25]=[CH:24][N:23]=4)[CH:11]=[C:10]([CH3:9])[CH:15]=3)=[CH:17][N:18]=2)([OH:41])[CH3:40])=[N:37][CH:38]=1. Given the reactants [CH:1]([N-]C(C)C)(C)C.[Li+].[CH3:9][C:10]1[CH:11]=[C:12]([NH:21][C:22]2N=[C:26]([C:28]([F:31])([F:30])[F:29])[CH:25]=[CH:24][N:23]=2)[CH:13]=[C:14]([C:16]2[S:20][CH:19]=[N:18][CH:17]=2)[CH:15]=1.[Br:32][C:33]1[CH:34]=[CH:35][C:36]([C:39](=[O:41])[CH3:40])=[N:37][CH:38]=1, predict the reaction product. (5) Given the reactants [Cl:1][C:2]1[CH:7]=[CH:6][N:5]=[C:4]([C:8]([OH:10])=O)[CH:3]=1.Cl.CN.O.O[N:16]1[C:20]2C=CC=CC=2N=N1.Cl.C(N=C=NCCCN(C)C)C.C(=O)([O-])O.[Na+], predict the reaction product. The product is: [CH3:20][NH:16][C:8](=[O:10])[C:4]1[CH:3]=[C:2]([Cl:1])[CH:7]=[CH:6][N:5]=1. (6) Given the reactants [OH:1][C:2]1[CH:7]=[CH:6][C:5]([C:8]2[C:17]([CH2:18][OH:19])=[C:16]3[C:11]([NH:12][C:13]([CH3:22])([CH3:21])[C:14](=[O:20])[NH:15]3)=[CH:10][CH:9]=2)=[C:4]([O:23][CH3:24])[CH:3]=1.C(N(CC)CC)C.[CH3:32][C:33]1[CH:41]=[CH:40][CH:39]=[CH:38][C:34]=1[C:35](Cl)=[O:36], predict the reaction product. The product is: [OH:19][CH2:18][C:17]1[C:8]([C:5]2[CH:6]=[CH:7][C:2]([O:1][C:35](=[O:36])[C:34]3[CH:38]=[CH:39][CH:40]=[CH:41][C:33]=3[CH3:32])=[CH:3][C:4]=2[O:23][CH3:24])=[CH:9][CH:10]=[C:11]2[C:16]=1[NH:15][C:14](=[O:20])[C:13]([CH3:21])([CH3:22])[NH:12]2. (7) Given the reactants Cl[C:2]1[CH:7]=[C:6]([CH2:8][C:9]2[C:18]3[C:13](=[CH:14][CH:15]=[CH:16][CH:17]=3)[C:12]([O:19]C)=[C:11]([C:21]([NH:23][C@H:24]3[CH2:29][CH2:28][CH2:27][CH2:26][C@@H:25]3[OH:30])=[O:22])[CH:10]=2)[CH:5]=[CH:4][N:3]=1.[CH3:31][S-:32].[Na+], predict the reaction product. The product is: [OH:19][C:12]1[C:13]2[C:18](=[CH:17][CH:16]=[CH:15][CH:14]=2)[C:9]([CH2:8][C:6]2[CH:5]=[CH:4][N:3]=[C:2]([S:32][CH3:31])[CH:7]=2)=[CH:10][C:11]=1[C:21]([NH:23][C@H:24]1[CH2:29][CH2:28][CH2:27][CH2:26][C@@H:25]1[OH:30])=[O:22]. (8) Given the reactants C1COCC1.C[O:7][C:8](=O)[C:9]1[CH:14]=[CH:13][C:12]([O:15][CH2:16][C:17]2[CH:22]=[CH:21][CH:20]=[CH:19][N:18]=2)=[CH:11][CH:10]=1.[H-].[H-].[H-].[H-].[Li+].[Al+3], predict the reaction product. The product is: [N:18]1[CH:19]=[CH:20][CH:21]=[CH:22][C:17]=1[CH2:16][O:15][C:12]1[CH:13]=[CH:14][C:9]([CH2:8][OH:7])=[CH:10][CH:11]=1. (9) Given the reactants I[C:2]1[CH:3]=[C:4]2[C:9](=[CH:10][CH:11]=1)[N:8]=[C:7]([C:12]([O:14][CH2:15][CH3:16])=[O:13])[NH:6][C:5]2=[O:17].C(OCC)(=O)C.[CH3:24][N:25](C=O)C, predict the reaction product. The product is: [C:24]([C:2]1[CH:3]=[C:4]2[C:9](=[CH:10][CH:11]=1)[N:8]=[C:7]([C:12]([O:14][CH2:15][CH3:16])=[O:13])[NH:6][C:5]2=[O:17])#[N:25]. (10) The product is: [C:1]([C:5]1[C:29]([Cl:30])=[C:8]2[N:9]=[C:10]([CH3:28])[C:11]([CH:20]([CH2:25][CH2:26][CH3:27])[C:21]([OH:23])=[O:22])=[C:12]([C:13]3[CH:18]=[CH:17][C:16]([CH3:19])=[CH:15][CH:14]=3)[N:7]2[N:6]=1)([CH3:2])([CH3:3])[CH3:4]. Given the reactants [C:1]([C:5]1[C:29]([Cl:30])=[C:8]2[N:9]=[C:10]([CH3:28])[C:11]([CH:20]([CH2:25][CH2:26][CH3:27])[C:21]([O:23]C)=[O:22])=[C:12]([C:13]3[CH:18]=[CH:17][C:16]([CH3:19])=[CH:15][CH:14]=3)[N:7]2[N:6]=1)([CH3:4])([CH3:3])[CH3:2].[OH-].[Na+], predict the reaction product.